From a dataset of Catalyst prediction with 721,799 reactions and 888 catalyst types from USPTO. Predict which catalyst facilitates the given reaction. (1) Reactant: [CH2:1]([O:8][C:9]1[CH:10]=[CH:11][C:12]([C:18]([OH:27])([C:23]([F:26])([F:25])[F:24])[C:19]([F:22])([F:21])[F:20])=[N:13][C:14]=1[CH2:15][CH2:16][CH3:17])[C:2]1[CH:7]=[CH:6][CH:5]=[CH:4][CH:3]=1.[H-].[Na+].[Cl-].[CH3:31][O:32][CH2:33]OCOC.O. The catalyst class is: 3. Product: [CH2:1]([O:8][C:9]1[C:14]([CH2:15][CH2:16][CH3:17])=[N:13][C:12]([C:18]([O:27][CH2:31][O:32][CH3:33])([C:23]([F:26])([F:25])[F:24])[C:19]([F:22])([F:20])[F:21])=[CH:11][CH:10]=1)[C:2]1[CH:3]=[CH:4][CH:5]=[CH:6][CH:7]=1. (2) Reactant: Br[C:2]1[O:6][C:5]([C:7]([OH:9])=O)=[CH:4][CH:3]=1.[CH2:10]([Li])[CH2:11][CH2:12][CH3:13].[F:15][C:16]([F:24])([F:23])[C:17]([C:19]([F:22])([F:21])[F:20])=[O:18]. Product: [F:15][C:16]([F:24])([F:23])[C:17]([C:2]1[O:6][C:5]([C:7](=[O:9])[CH2:10][CH2:11][CH2:12][CH3:13])=[CH:4][CH:3]=1)([OH:18])[C:19]([F:22])([F:21])[F:20]. The catalyst class is: 1.